This data is from Full USPTO retrosynthesis dataset with 1.9M reactions from patents (1976-2016). The task is: Predict the reactants needed to synthesize the given product. (1) Given the product [C:1]([O:5][C:6](=[O:41])[NH:7][C@@H:8]1[CH2:12][CH2:11][N:10]([CH2:13][C:14]2[C:15]([C:37]([F:40])([F:39])[F:38])=[CH:16][C:17]([C:21](=[O:36])[NH:22][CH2:23][C:24]3[CH:29]=[C:28]([Cl:30])[CH:27]=[CH:26][C:25]=3[S:31]([CH2:34][CH3:35])(=[O:32])=[O:33])=[C:18]([NH2:20])[C:19]=2[Cl:58])[CH2:9]1)([CH3:2])([CH3:3])[CH3:4], predict the reactants needed to synthesize it. The reactants are: [C:1]([O:5][C:6](=[O:41])[NH:7][C@@H:8]1[CH2:12][CH2:11][N:10]([CH2:13][C:14]2[CH:19]=[C:18]([NH2:20])[C:17]([C:21](=[O:36])[NH:22][CH2:23][C:24]3[CH:29]=[C:28]([Cl:30])[CH:27]=[CH:26][C:25]=3[S:31]([CH2:34][CH3:35])(=[O:33])=[O:32])=[CH:16][C:15]=2[C:37]([F:40])([F:39])[F:38])[CH2:9]1)([CH3:4])([CH3:3])[CH3:2].C(OC(=O)C1C=C(C(F)(F)F)C(C=O)=C([Cl:58])C=1N)C. (2) Given the product [C:26]([C:23]([C:19]1[CH:18]=[C:17]([CH:22]=[CH:21][CH:20]=1)[C:16]([NH:15][C:13]1[CH:12]=[CH:11][C:10]([CH3:29])=[C:9]([NH:8][C:6](=[O:7])[C:5]2[CH:30]=[CH:31][C:2]([NH:43][CH2:42][CH2:41][N:40]([CH3:44])[CH3:39])=[N:3][CH:4]=2)[CH:14]=1)=[O:28])([CH3:25])[CH3:24])#[N:27], predict the reactants needed to synthesize it. The reactants are: Cl[C:2]1[CH:31]=[CH:30][C:5]([C:6]([NH:8][C:9]2[CH:14]=[C:13]([NH:15][C:16](=[O:28])[C:17]3[CH:22]=[CH:21][CH:20]=[C:19]([C:23]([C:26]#[N:27])([CH3:25])[CH3:24])[CH:18]=3)[CH:12]=[CH:11][C:10]=2[CH3:29])=[O:7])=[CH:4][N:3]=1.CCN(CC)CC.[CH3:39][N:40]([CH3:44])[CH2:41][CH2:42][NH2:43]. (3) Given the product [CH:12]1([NH:16][C:2]2[CH:7]=[C:6]([F:8])[CH:5]=[CH:4][C:3]=2[N+:9]([O-:11])=[O:10])[CH2:15][CH2:14][CH2:13]1, predict the reactants needed to synthesize it. The reactants are: F[C:2]1[CH:7]=[C:6]([F:8])[CH:5]=[CH:4][C:3]=1[N+:9]([O-:11])=[O:10].[CH:12]1([NH2:16])[CH2:15][CH2:14][CH2:13]1.CCN(C(C)C)C(C)C. (4) Given the product [C:1]([C:5]1[CH:6]=[CH:7][C:8]([C:11]2[CH:12]=[CH:13][C:14]([OH:30])=[C:15]3[C:20]=2[C:19]([CH2:21][CH:22]2[CH2:23][CH2:24][CH2:25][CH2:26]2)=[N:18][C:17]([C:27]([OH:29])=[O:28])=[CH:16]3)=[CH:9][CH:10]=1)([CH3:4])([CH3:2])[CH3:3], predict the reactants needed to synthesize it. The reactants are: [C:1]([C:5]1[CH:10]=[CH:9][C:8]([C:11]2[CH:12]=[CH:13][C:14]([O:30]C)=[C:15]3[C:20]=2[C:19]([CH2:21][CH:22]2[CH2:26][CH2:25][CH2:24][CH2:23]2)=[N:18][C:17]([C:27]([OH:29])=[O:28])=[CH:16]3)=[CH:7][CH:6]=1)([CH3:4])([CH3:3])[CH3:2].C(OCC)(=O)C. (5) Given the product [CH3:15][Si:16]([CH3:18])([CH3:17])[O:1][C:2]1[CH2:7][CH2:6][N:5]([C:8]([O:10][C:11]([CH3:14])([CH3:13])[CH3:12])=[O:9])[CH2:4][CH:3]=1, predict the reactants needed to synthesize it. The reactants are: [O:1]=[C:2]1[CH2:7][CH2:6][N:5]([C:8]([O:10][C:11]([CH3:14])([CH3:13])[CH3:12])=[O:9])[CH2:4][CH2:3]1.[CH3:15][Si:16](Cl)([CH3:18])[CH3:17].